From a dataset of Reaction yield outcomes from USPTO patents with 853,638 reactions. Predict the reaction yield, written as a fraction of the theoretical maximum amount of product (1.0 means a 100% yield; for example, 0.34 means a 34% yield). The reactants are [NH2:1][C:2]1[C:7]([NH2:8])=[CH:6][CH:5]=[CH:4][C:3]=1[N:9]1[CH2:14][CH2:13][N:12]([C:15]([O:17][C:18]([CH3:21])([CH3:20])[CH3:19])=[O:16])[CH2:11][CH2:10]1.[C:22]([O:25][CH2:26][C:27](O)=O)(=[O:24])[CH3:23].O=C1N(P(Cl)(N2CCOC2=O)=O)CCO1.C(N(CC)C(C)C)(C)C. The catalyst is C(#N)C. The product is [C:22]([O:25][CH2:26][C:27]1[NH:8][C:7]2[CH:6]=[CH:5][CH:4]=[C:3]([N:9]3[CH2:14][CH2:13][N:12]([C:15]([O:17][C:18]([CH3:21])([CH3:20])[CH3:19])=[O:16])[CH2:11][CH2:10]3)[C:2]=2[N:1]=1)(=[O:24])[CH3:23]. The yield is 0.780.